From a dataset of Catalyst prediction with 721,799 reactions and 888 catalyst types from USPTO. Predict which catalyst facilitates the given reaction. (1) Reactant: Br[C:2]1[N:7]=[C:6]([CH3:8])[NH:5][C:4](=[O:9])[C:3]=1[N+:10]([O-:12])=[O:11].Cl.[CH3:14][C:15]1[S:16][C:17]2[CH2:23][CH2:22][NH:21][CH2:20][CH2:19][C:18]=2[N:24]=1.C(=O)([O-])[O-].[K+].[K+]. The catalyst class is: 9. Product: [CH3:8][C:6]1[NH:5][C:4](=[O:9])[C:3]([N+:10]([O-:12])=[O:11])=[C:2]([N:21]2[CH2:22][CH2:23][C:17]3[S:16][C:15]([CH3:14])=[N:24][C:18]=3[CH2:19][CH2:20]2)[N:7]=1. (2) Reactant: [Cl:1][C:2]1[CH:7]=C(/C=C/C(N2CCN(C(=O)C)CC2)=O)C=[CH:4][C:3]=1[S:21][C:22]1[CH:27]=[CH:26][C:25](/[CH:28]=[CH:29]/[C:30]([N:32]2[CH2:37][CH2:36][N:35]([C:38](=[O:40])[CH3:39])[CH2:34][CH2:33]2)=[O:31])=[CH:24][C:23]=1[Cl:41].Cl[Sn]Cl. Product: [Cl:1][C:2]1[CH:7]=[C:33]([NH2:32])[C:34]([NH2:35])=[CH:4][C:3]=1[S:21][C:22]1[CH:27]=[CH:26][C:25](/[CH:28]=[CH:29]/[C:30]([N:32]2[CH2:33][CH2:34][N:35]([C:38](=[O:40])[CH3:39])[CH2:36][CH2:37]2)=[O:31])=[CH:24][C:23]=1[Cl:41]. The catalyst class is: 14. (3) Reactant: [CH3:1][C:2]([N:4]([CH3:6])C)=O.C([N:9]([CH2:12]C)CC)C.[C:14](Cl)([C:27]1[CH:32]=[CH:31][CH:30]=[CH:29][CH:28]=1)([C:21]1[CH:26]=[CH:25][CH:24]=[CH:23][CH:22]=1)[C:15]1[CH:20]=[CH:19][CH:18]=[CH:17][CH:16]=1.[OH2:34]. Product: [C:14]([N:9]1[CH:12]=[C:2]([CH:1]=[O:34])[N:4]=[CH:6]1)([C:27]1[CH:32]=[CH:31][CH:30]=[CH:29][CH:28]=1)([C:21]1[CH:26]=[CH:25][CH:24]=[CH:23][CH:22]=1)[C:15]1[CH:20]=[CH:19][CH:18]=[CH:17][CH:16]=1. The catalyst class is: 5. (4) Reactant: [NH2:1][C:2]1[N:7]=[C:6]([NH:8][CH2:9][C:10]([NH:12][C:13]2[CH:18]=[CH:17][CH:16]=[C:15]([C:19]([F:22])([F:21])[F:20])[CH:14]=2)=[O:11])[C:5]([CH:23]=[O:24])=[C:4](Cl)[N:3]=1.CCN(C(C)C)C(C)C.[CH3:35][S-:36].[Na+]. Product: [NH2:1][C:2]1[N:7]=[C:6]([NH:8][CH2:9][C:10]([NH:12][C:13]2[CH:18]=[CH:17][CH:16]=[C:15]([C:19]([F:22])([F:21])[F:20])[CH:14]=2)=[O:11])[C:5]([CH:23]=[O:24])=[C:4]([S:36][CH3:35])[N:3]=1. The catalyst class is: 1. (5) Reactant: Cl[C:2]1[N:7]=[CH:6][C:5]([C:8]([NH:10][CH:11]2[CH2:16][CH2:15][C:14](=[CH:17][C:18]3[CH:23]=[CH:22][CH:21]=[C:20]([O:24][C:25]4[CH:30]=[CH:29][C:28]([C:31]([F:34])([F:33])[F:32])=[CH:27][N:26]=4)[CH:19]=3)[CH2:13][CH2:12]2)=[O:9])=[CH:4][CH:3]=1.[O-:35][CH2:36][CH3:37].[Na+]. Product: [CH2:36]([O:35][C:2]1[N:7]=[CH:6][C:5]([C:8]([NH:10][CH:11]2[CH2:16][CH2:15][C:14](=[CH:17][C:18]3[CH:23]=[CH:22][CH:21]=[C:20]([O:24][C:25]4[CH:30]=[CH:29][C:28]([C:31]([F:34])([F:33])[F:32])=[CH:27][N:26]=4)[CH:19]=3)[CH2:13][CH2:12]2)=[O:9])=[CH:4][CH:3]=1)[CH3:37]. The catalyst class is: 8. (6) Reactant: [CH3:1][C:2]1[CH:6]=[C:5]([CH2:7][C:8]([OH:10])=O)[O:4][N:3]=1.Cl.[OH:12][C@H:13]1[CH2:17][NH:16][C@H:15]([C:18]([O:20][CH2:21][C:22]2[CH:27]=[CH:26][CH:25]=[CH:24][CH:23]=2)=[O:19])[CH2:14]1.CCN(C(C)C)C(C)C.CN(C(ON1N=NC2C=CC=NC1=2)=[N+](C)C)C.F[P-](F)(F)(F)(F)F.C(=O)(O)[O-].[Na+]. Product: [OH:12][C@H:13]1[CH2:17][N:16]([C:8](=[O:10])[CH2:7][C:5]2[O:4][N:3]=[C:2]([CH3:1])[CH:6]=2)[C@H:15]([C:18]([O:20][CH2:21][C:22]2[CH:27]=[CH:26][CH:25]=[CH:24][CH:23]=2)=[O:19])[CH2:14]1. The catalyst class is: 3. (7) Reactant: C([O:3][C:4](=[O:27])[CH:5]=[CH:6][C:7]1[CH:12]=[CH:11][C:10]([N:13]2[CH2:18][CH2:17][CH:16]([NH:19][C:20]([O:22][C:23]([CH3:26])([CH3:25])[CH3:24])=[O:21])[CH2:15][CH2:14]2)=[CH:9][CH:8]=1)C.[OH-].[Na+].O.C(O)(=O)CC(CC(O)=O)(C(O)=O)O. Product: [C:23]([O:22][C:20]([NH:19][CH:16]1[CH2:15][CH2:14][N:13]([C:10]2[CH:9]=[CH:8][C:7]([CH:6]=[CH:5][C:4]([OH:27])=[O:3])=[CH:12][CH:11]=2)[CH2:18][CH2:17]1)=[O:21])([CH3:26])([CH3:24])[CH3:25]. The catalyst class is: 8. (8) Reactant: [N:1]#[C:2][NH2:3].[Na].[CH:5]1([C:11]2[CH:22]=[CH:21][C:14]([O:15][CH2:16][C:17]3([CH3:20])[CH2:19][O:18]3)=[CH:13][CH:12]=2)[CH2:10][CH2:9][CH2:8][CH2:7][CH2:6]1. Product: [CH:5]1([C:11]2[CH:12]=[CH:13][C:14]([O:15][CH2:16][C:17]3([CH3:20])[O:18][C:2](=[NH:3])[NH:1][CH2:19]3)=[CH:21][CH:22]=2)[CH2:6][CH2:7][CH2:8][CH2:9][CH2:10]1. The catalyst class is: 5. (9) Product: [CH2:1]([C@@:4]1([CH3:32])[CH2:9][C@H:8]([C:10]2[CH:15]=[CH:14][CH:13]=[C:12]([Cl:16])[CH:11]=2)[C@@H:7]([C:17]2[CH:18]=[CH:19][C:20]([Cl:23])=[CH:21][CH:22]=2)[N:6]([C@H:24]([CH2:27][C:28]([OH:30])([CH3:33])[CH3:29])[CH2:25][CH3:26])[C:5]1=[O:31])[CH:2]=[CH2:3]. The catalyst class is: 182. Reactant: [CH2:1]([C@@:4]1([CH3:32])[CH2:9][C@H:8]([C:10]2[CH:15]=[CH:14][CH:13]=[C:12]([Cl:16])[CH:11]=2)[C@@H:7]([C:17]2[CH:22]=[CH:21][C:20]([Cl:23])=[CH:19][CH:18]=2)[N:6]([C@H:24]([CH2:27][C:28](=[O:30])[CH3:29])[CH2:25][CH3:26])[C:5]1=[O:31])[CH:2]=[CH2:3].[CH3:33][Mg]Br. (10) Reactant: [N+](C1C=CC(C([O:10][CH2:11][C@@H:12]([O:58]C(=O)C2C=CC([N+]([O-])=O)=CC=2)[CH2:13][C@@H:14]2[C@H:18]([O:19][CH3:20])[C@@H:17]([CH2:21][S:22]([C:25]3[CH:30]=[CH:29][CH:28]=[CH:27][CH:26]=3)(=[O:24])=[O:23])[C@H:16]([CH2:31][C@@H:32]3[C:37](=[CH2:38])[C@H:36]([CH3:39])[CH2:35][C@H:34]([CH2:40][CH2:41][C@H:42]4[C:46](=[CH2:47])[CH2:45][C@H:44]([CH2:48][CH2:49][CH2:50][O:51][C:52](=[O:57])[C:53]([CH3:56])([CH3:55])[CH3:54])[O:43]4)[O:33]3)[O:15]2)=O)=CC=1)([O-])=O. Product: [C:52]([O:51][CH2:50][CH2:49][CH2:48][C@H:44]1[CH2:45][C:46](=[CH2:47])[C@H:42]([CH2:41][CH2:40][C@H:34]2[CH2:35][C@@H:36]([CH3:39])[C:37](=[CH2:38])[C@@H:32]([CH2:31][C@H:16]3[C@H:17]([CH2:21][S:22]([C:25]4[CH:26]=[CH:27][CH:28]=[CH:29][CH:30]=4)(=[O:24])=[O:23])[C@@H:18]([O:19][CH3:20])[C@@H:14]([CH2:13][C@H:12]([OH:58])[CH2:11][OH:10])[O:15]3)[O:33]2)[O:43]1)(=[O:57])[C:53]([CH3:54])([CH3:56])[CH3:55]. The catalyst class is: 36.